Dataset: Catalyst prediction with 721,799 reactions and 888 catalyst types from USPTO. Task: Predict which catalyst facilitates the given reaction. (1) Reactant: [Si:1]([O:8][CH2:9][C:10]([C:12]1[CH:17]=[CH:16][C:15]([N+:18]([O-])=O)=[CH:14][CH:13]=1)=[O:11])([C:4]([CH3:7])([CH3:6])[CH3:5])([CH3:3])[CH3:2].[Cl-].[NH4+]. Product: [NH2:18][C:15]1[CH:16]=[CH:17][C:12]([C:10](=[O:11])[CH2:9][O:8][Si:1]([C:4]([CH3:6])([CH3:5])[CH3:7])([CH3:3])[CH3:2])=[CH:13][CH:14]=1. The catalyst class is: 284. (2) Reactant: [Cl:1][C:2]1[CH:11]=[C:10]([C:12](=[O:14])[CH3:13])[C:9]([N:15]2[CH2:20][CH2:19][NH:18][CH2:17][CH2:16]2)=[C:8]2[C:3]=1[CH:4]=[CH:5][CH:6]=[N:7]2.[N:21]1[CH:26]=[CH:25][N:24]=[CH:23][C:22]=1[C:27](Cl)=[O:28].C(N(CC)CC)C. Product: [Cl:1][C:2]1[CH:11]=[C:10]([C:12](=[O:14])[CH3:13])[C:9]([N:15]2[CH2:16][CH2:17][N:18]([C:27]([C:22]3[CH:23]=[N:24][CH:25]=[CH:26][N:21]=3)=[O:28])[CH2:19][CH2:20]2)=[C:8]2[C:3]=1[CH:4]=[CH:5][CH:6]=[N:7]2. The catalyst class is: 2.